Dataset: Full USPTO retrosynthesis dataset with 1.9M reactions from patents (1976-2016). Task: Predict the reactants needed to synthesize the given product. (1) The reactants are: [CH3:1][N:2]([C:4]([N:6]=[C:7]([NH2:9])[NH2:8])=[NH:5])[CH3:3].Cl.[C:11]([O-:24])(=[O:23])[CH2:12][CH2:13][CH2:14][CH2:15][CH2:16][CH2:17][CH2:18][CH2:19][CH2:20][CH2:21][CH3:22].[Na+].C(O)(=O)CCCCCCCCCCC. Given the product [CH3:1][N:2]([C:4]([NH:6][C:7]([NH2:9])=[NH:8])=[NH:5])[CH3:3].[C:11]([OH:24])(=[O:23])[CH2:12][CH2:13][CH2:14][CH2:15][CH2:16][CH2:17][CH2:18][CH2:19][CH2:20][CH2:21][CH3:22], predict the reactants needed to synthesize it. (2) Given the product [CH2:14]([C:2]1[CH:11]=[CH:10][C:9]2[C:4](=[N:5][CH:6]=[CH:7][CH:8]=2)[N:3]=1)[CH:13]=[CH2:12], predict the reactants needed to synthesize it. The reactants are: Br[C:2]1[CH:11]=[CH:10][C:9]2[C:4](=[N:5][CH:6]=[CH:7][CH:8]=2)[N:3]=1.[CH2:12](B1OC(C)(C)C(C)(C)O1)[CH:13]=[CH2:14].[F-].[Cs+]. (3) Given the product [OH:1][C:2]1[CH:11]=[CH:10][C:5]([C:6]([O:8][CH3:9])=[O:7])=[CH:4][C:3]=1[CH2:12][CH:13]([CH3:15])[CH3:14], predict the reactants needed to synthesize it. The reactants are: [OH:1][C:2]1[CH:11]=[CH:10][C:5]([C:6]([O:8][CH3:9])=[O:7])=[CH:4][C:3]=1[CH:12]=[C:13]([CH3:15])[CH3:14].CCOC(C)=O. (4) Given the product [CH3:1][O:2][C:3]1[CH:4]=[C:5]([C:11]2([CH2:17][NH2:18])[CH2:12][CH2:13][CH2:14][CH2:15][CH2:16]2)[CH:6]=[CH:7][C:8]=1[O:9][CH3:10], predict the reactants needed to synthesize it. The reactants are: [CH3:1][O:2][C:3]1[CH:4]=[C:5]([C:11]2([C:17]#[N:18])[CH2:16][CH2:15][CH2:14][CH2:13][CH2:12]2)[CH:6]=[CH:7][C:8]=1[O:9][CH3:10].[H-].[Al+3].[Li+].[H-].[H-].[H-]. (5) Given the product [F:32][C:26]1[CH:27]=[CH:28][CH:29]=[C:30]([F:31])[C:25]=1[NH:24][C:22](=[O:23])[C:21]1[CH:33]=[C:17]([C:9]2[N:10]=[C:11]3[CH:16]=[CH:15][CH:14]=[CH:13][N:12]3[C:8]=2[C:6]2[CH:5]=[CH:4][N:3]=[C:2]([NH:43][C:42]3[CH:44]=[C:38]([CH2:36][CH3:37])[C:39]([N:47]4[CH2:52][CH2:51][N:50]([CH2:53][CH2:54][S:55]([CH3:58])(=[O:57])=[O:56])[CH2:49][CH2:48]4)=[CH:40][C:41]=3[O:45][CH3:46])[N:7]=2)[CH:18]=[CH:19][C:20]=1[O:34][CH3:35], predict the reactants needed to synthesize it. The reactants are: Cl[C:2]1[N:7]=[C:6]([C:8]2[N:12]3[CH:13]=[CH:14][CH:15]=[CH:16][C:11]3=[N:10][C:9]=2[C:17]2[CH:18]=[CH:19][C:20]([O:34][CH3:35])=[C:21]([CH:33]=2)[C:22]([NH:24][C:25]2[C:30]([F:31])=[CH:29][CH:28]=[CH:27][C:26]=2[F:32])=[O:23])[CH:5]=[CH:4][N:3]=1.[CH2:36]([C:38]1[C:39]([N:47]2[CH2:52][CH2:51][N:50]([CH2:53][CH2:54][S:55]([CH3:58])(=[O:57])=[O:56])[CH2:49][CH2:48]2)=[CH:40][C:41]([O:45][CH3:46])=[C:42]([CH:44]=1)[NH2:43])[CH3:37].Cl.O1CCOCC1.N. (6) Given the product [CH2:1]([C:5]1[CH:10]=[CH:9][C:8]([S:11]([NH:14][C:15]2[CH:19]=[CH:18][S:17][C:16]=2[C:20]([OH:22])=[O:21])(=[O:12])=[O:13])=[C:7]([Cl:24])[CH:6]=1)[CH2:2][CH2:3][CH3:4], predict the reactants needed to synthesize it. The reactants are: [CH2:1]([C:5]1[CH:10]=[CH:9][C:8]([S:11]([NH:14][C:15]2[CH:19]=[CH:18][S:17][C:16]=2[C:20]([O:22]C)=[O:21])(=[O:13])=[O:12])=[C:7]([Cl:24])[CH:6]=1)[CH2:2][CH2:3][CH3:4].[OH-].[Na+].Cl. (7) The reactants are: [CH:1]1([CH:7]([C:18]2[CH:22]=[C:21]([C:23]3[CH:28]=[CH:27][C:26]([C:29]([F:32])([F:31])[F:30])=[CH:25][CH:24]=3)[O:20][C:19]=2[CH3:33])[O:8][C:9]2[CH:17]=[CH:16][C:12]([C:13](O)=[O:14])=[CH:11][CH:10]=2)[CH2:6][CH2:5][CH2:4][CH2:3][CH2:2]1.[CH3:34][NH:35][CH2:36][CH2:37][C:38]([O:40]CC)=[O:39]. Given the product [CH:1]1([CH:7]([C:18]2[CH:22]=[C:21]([C:23]3[CH:28]=[CH:27][C:26]([C:29]([F:32])([F:30])[F:31])=[CH:25][CH:24]=3)[O:20][C:19]=2[CH3:33])[O:8][C:9]2[CH:10]=[CH:11][C:12]([C:13]([N:35]([CH3:34])[CH2:36][CH2:37][C:38]([OH:40])=[O:39])=[O:14])=[CH:16][CH:17]=2)[CH2:6][CH2:5][CH2:4][CH2:3][CH2:2]1, predict the reactants needed to synthesize it.